Dataset: Kir2.1 potassium channel HTS with 301,493 compounds. Task: Binary Classification. Given a drug SMILES string, predict its activity (active/inactive) in a high-throughput screening assay against a specified biological target. (1) The molecule is O1c2c(OC1)ccc(c2)c1nn(nn1)CC(=O)NCc1ccccc1. The result is 0 (inactive). (2) The compound is S1(=O)(=O)N=C(NCCC(OC(C(=O)Nc2ccc(cc2)C(=O)C)C)=O)c2c1cccc2. The result is 0 (inactive). (3) The compound is O=C1Nc2c(C1(CC)CC)cccc2. The result is 0 (inactive). (4) The drug is O1C(CCC1)CNC(=O)C(N(Cc1ccc(OC)cc1)C(=O)c1[nH]c(cc1)c1ccccc1)c1oc(cc1)C. The result is 0 (inactive). (5) The result is 0 (inactive). The compound is S(=O)(=O)(NCCC=1CCCCC1)c1cc2CCN(c2cc1)C(=O)C.